This data is from Full USPTO retrosynthesis dataset with 1.9M reactions from patents (1976-2016). The task is: Predict the reactants needed to synthesize the given product. (1) Given the product [CH:12]([O:14][C:15]1[CH:16]=[C:17]([CH:21]=[C:22]([CH3:24])[N:23]=1)[C:18]([OH:20])=[O:19])([CH3:2])[CH3:13], predict the reactants needed to synthesize it. The reactants are: Cl[C:2]1C=C(C=C(C)N=1)C(O)=O.[CH2:12]([O:14][C:15]1[CH:16]=[C:17]([CH:21]=[C:22]([CH3:24])[N:23]=1)[C:18]([OH:20])=[O:19])[CH3:13]. (2) Given the product [CH2:15]([C:22]1([N:36]([CH3:37])[CH3:38])[CH2:27][CH2:26][CH:25]([NH:13][CH:2]([CH3:1])[CH2:3][C:4]2[C:12]3[C:7](=[CH:8][CH:9]=[CH:10][CH:11]=3)[NH:6][CH:5]=2)[CH2:24][CH2:23]1)[C:16]1[CH:21]=[CH:20][CH:19]=[CH:18][CH:17]=1, predict the reactants needed to synthesize it. The reactants are: [CH3:1][CH:2]([NH2:13])[CH2:3][C:4]1[C:12]2[C:7](=[CH:8][CH:9]=[CH:10][CH:11]=2)[NH:6][CH:5]=1.Cl.[CH2:15]([C:22]1([N:36]([CH3:38])[CH3:37])[CH2:27][CH2:26][CH:25](NCC2C=CC=CC=2)[CH2:24][CH2:23]1)[C:16]1[CH:21]=[CH:20][CH:19]=[CH:18][CH:17]=1.C(O)(=O)C.C(O[BH-](OC(=O)C)OC(=O)C)(=O)C.[Na+]. (3) Given the product [O:1]1[C:5]2[CH:6]=[CH:7][C:8]([C:10]3[C:11]([O:35][CH2:36][CH2:37][O:38][C:39]4[N:44]=[CH:43][C:42]([Cl:45])=[CH:41][N:40]=4)=[N:12][N:13]([CH3:34])[C:14]=3[NH:15][S:16]([C:19]3[CH:20]=[CH:21][CH:22]=[CH:23][CH:24]=3)(=[O:18])=[O:17])=[CH:9][C:4]=2[O:3][CH2:2]1, predict the reactants needed to synthesize it. The reactants are: [O:1]1[C:5]2[CH:6]=[CH:7][C:8]([C:10]3[C:11]([O:35][CH2:36][CH2:37][O:38][C:39]4[N:44]=[CH:43][C:42]([Cl:45])=[CH:41][N:40]=4)=[N:12][N:13]([CH3:34])[C:14]=3[N:15](S(C3C=CC=CC=3)(=O)=O)[S:16]([C:19]3[CH:24]=[CH:23][CH:22]=[CH:21][CH:20]=3)(=[O:18])=[O:17])=[CH:9][C:4]=2[O:3][CH2:2]1.[Na]. (4) Given the product [NH3:9].[OH:35][C:36]1[CH:41]=[CH:40][C:39]([C:2]2[CH:34]=[CH:33][CH:32]=[C:4]([CH2:5][O:6][C@H:7]3[CH2:11][CH2:10][N:9]([C:12]([CH3:30])([CH3:31])[CH2:13][CH2:14][C:15]([C:18]4[CH:23]=[CH:22][CH:21]=[CH:20][CH:19]=4)([C:24]4[CH:29]=[CH:28][CH:27]=[CH:26][CH:25]=4)[C:16]#[N:17])[CH2:8]3)[CH:3]=2)=[CH:38][CH:37]=1, predict the reactants needed to synthesize it. The reactants are: Br[C:2]1[CH:3]=[C:4]([CH:32]=[CH:33][CH:34]=1)[CH2:5][O:6][C@H:7]1[CH2:11][CH2:10][N:9]([C:12]([CH3:31])([CH3:30])[CH2:13][CH2:14][C:15]([C:24]2[CH:29]=[CH:28][CH:27]=[CH:26][CH:25]=2)([C:18]2[CH:23]=[CH:22][CH:21]=[CH:20][CH:19]=2)[C:16]#[N:17])[CH2:8]1.[OH:35][C:36]1[CH:41]=[CH:40][C:39](B(O)O)=[CH:38][CH:37]=1. (5) Given the product [CH:11]1[C:10]2[C:15](=[N:16][C:17]3[C:22]([CH:9]=2)=[CH:21][CH:20]=[CH:19][CH:18]=3)[CH:14]=[CH:13][CH:12]=1, predict the reactants needed to synthesize it. The reactants are: BrCC1C=CC=CC=1[C:9]1[C:10]2[C:15]([N:16]=[C:17]3[C:22]=1[CH:21]=[CH:20][CH:19]=[CH:18]3)=[CH:14][CH:13]=[CH:12][CH:11]=2.[Br-].C([N+]1C=CC(C2C=C[NH+]=CC=2)=CC=1)CCC.[Br-]. (6) Given the product [CH2:1]([C@@H:8]1[CH2:9][NH:10][CH2:11][CH2:12][N:13]1[C:14]([C:16]1[N:17]=[CH:18][N:19]([C@@H:27]2[CH2:32][CH2:31][CH2:30][CH2:29][C@@H:28]2[OH:33])[C:20]=1[C:21]1[CH:26]=[CH:25][CH:24]=[CH:23][CH:22]=1)=[O:15])[C:2]1[CH:7]=[CH:6][CH:5]=[CH:4][CH:3]=1, predict the reactants needed to synthesize it. The reactants are: [CH2:1]([C@H:8]1[N:13]([C:14]([C:16]2[N:17]=[CH:18][N:19]([C@@H:27]3[CH2:32][CH2:31][CH2:30][CH2:29][C@@H:28]3[OH:33])[C:20]=2[C:21]2[CH:26]=[CH:25][CH:24]=[CH:23][CH:22]=2)=[O:15])[CH2:12][CH2:11][N:10](C(OC(C)(C)C)=O)[CH2:9]1)[C:2]1[CH:7]=[CH:6][CH:5]=[CH:4][CH:3]=1.C(O)(C(F)(F)F)=O.C(=O)([O-])O.[Na+]. (7) The reactants are: [NH:1]1[CH2:4][CH:3]([S:5][C:6]2[CH:17]=[CH:16][C:9]([CH2:10][N:11]3[CH2:15][CH2:14][CH2:13][CH2:12]3)=[CH:8][CH:7]=2)[CH2:2]1.[CH3:18][O:19][C:20]1[CH:25]=[CH:24][C:23]([C:26]2[O:30][C:29]([C:31](OCC)=[O:32])=[N:28][N:27]=2)=[CH:22][CH:21]=1. Given the product [CH3:18][O:19][C:20]1[CH:21]=[CH:22][C:23]([C:26]2[O:30][C:29]([C:31]([N:1]3[CH2:2][CH:3]([S:5][C:6]4[CH:17]=[CH:16][C:9]([CH2:10][N:11]5[CH2:12][CH2:13][CH2:14][CH2:15]5)=[CH:8][CH:7]=4)[CH2:4]3)=[O:32])=[N:28][N:27]=2)=[CH:24][CH:25]=1, predict the reactants needed to synthesize it.